Dataset: Full USPTO retrosynthesis dataset with 1.9M reactions from patents (1976-2016). Task: Predict the reactants needed to synthesize the given product. Given the product [Cl:9][C:6]1[N:5]=[CH:4][N:3]=[C:2]([N:19]2[C:20]3[C:16](=[CH:15][C:14]([C:12]([O:11][CH3:10])=[O:13])=[CH:22][CH:21]=3)[CH2:17][CH2:18]2)[C:7]=1[CH3:8], predict the reactants needed to synthesize it. The reactants are: Cl[C:2]1[C:7]([CH3:8])=[C:6]([Cl:9])[N:5]=[CH:4][N:3]=1.[CH3:10][O:11][C:12]([C:14]1[CH:15]=[C:16]2[C:20](=[CH:21][CH:22]=1)[NH:19][CH2:18][CH2:17]2)=[O:13].